From a dataset of Peptide-MHC class II binding affinity with 134,281 pairs from IEDB. Regression. Given a peptide amino acid sequence and an MHC pseudo amino acid sequence, predict their binding affinity value. This is MHC class II binding data. (1) The peptide sequence is DCRTAFKPVLVDEGR. The MHC is HLA-DQA10201-DQB10402 with pseudo-sequence HLA-DQA10201-DQB10402. The binding affinity (normalized) is 0.638. (2) The peptide sequence is QLVMKANNSVIMNGA. The MHC is DRB3_0101 with pseudo-sequence DRB3_0101. The binding affinity (normalized) is 0.439. (3) The peptide sequence is VFFVLMMLVAPSYGM. The MHC is DRB1_0101 with pseudo-sequence DRB1_0101. The binding affinity (normalized) is 0.347. (4) The peptide sequence is CILAWILVRIINVRS. The MHC is DRB1_0301 with pseudo-sequence DRB1_0301. The binding affinity (normalized) is 0.0906. (5) The peptide sequence is VVLRKRQGPKQMLVG. The MHC is HLA-DQA10201-DQB10402 with pseudo-sequence HLA-DQA10201-DQB10402. The binding affinity (normalized) is 0.201. (6) The peptide sequence is AAATAGTTVYGAFDA. The MHC is HLA-DQA10501-DQB10301 with pseudo-sequence HLA-DQA10501-DQB10301. The binding affinity (normalized) is 0.640. (7) The peptide sequence is INEPTAAAIAYMLDR. The MHC is HLA-DQA10501-DQB10301 with pseudo-sequence HLA-DQA10501-DQB10301. The binding affinity (normalized) is 0.705. (8) The peptide sequence is SQDLELSWNKNGLQAY. The MHC is DRB1_1302 with pseudo-sequence DRB1_1302. The binding affinity (normalized) is 0.692. (9) The peptide sequence is MSGPMQQLTQPLQQV. The MHC is DRB1_0701 with pseudo-sequence DRB1_0701. The binding affinity (normalized) is 0.0869. (10) The peptide sequence is APATPAAAGAEAGKA. The MHC is HLA-DPA10201-DPB10101 with pseudo-sequence HLA-DPA10201-DPB10101. The binding affinity (normalized) is 0.139.